From a dataset of Full USPTO retrosynthesis dataset with 1.9M reactions from patents (1976-2016). Predict the reactants needed to synthesize the given product. (1) Given the product [F:10][C:4]1[C:3]([CH3:11])=[C:2]([N:16]2[C:15](=[O:19])[CH2:14][C@@:13]([OH:12])([CH3:20])[C@@H:17]2[CH3:18])[CH:9]=[CH:8][C:5]=1[C:6]#[N:7], predict the reactants needed to synthesize it. The reactants are: Br[C:2]1[CH:9]=[CH:8][C:5]([C:6]#[N:7])=[C:4]([F:10])[C:3]=1[CH3:11].[OH:12][C@:13]1([CH3:20])[C@H:17]([CH3:18])[NH:16][C:15](=[O:19])[CH2:14]1.C1(P(C2C=CC=CC=2)C2C3OC4C(=CC=CC=4P(C4C=CC=CC=4)C4C=CC=CC=4)C(C)(C)C=3C=CC=2)C=CC=CC=1.C(=O)([O-])[O-].[Cs+].[Cs+]. (2) Given the product [CH2:1]([O:8][C:9]1[C:10](=[O:26])[N:11]([CH2:15][C:16](=[O:18])[N:38]([C:2]2[CH:7]=[CH:6][CH:5]=[CH:4][CH:3]=2)[CH2:37][C:36]2[CH:35]=[CH:34][CH:33]=[CH:40][CH:39]=2)[CH:12]=[CH:13][CH:14]=1)[C:2]1[CH:3]=[CH:4][CH:5]=[CH:6][CH:7]=1, predict the reactants needed to synthesize it. The reactants are: [CH2:1]([O:8][C:9]1[C:10](=[O:26])[N:11]([CH2:15][C:16]([O:18]N2C(=O)CCC2=O)=O)[CH:12]=[CH:13][CH:14]=1)[C:2]1[CH:7]=[CH:6][CH:5]=[CH:4][CH:3]=1.C1([C:33]2[CH:40]=[CH:39][C:36]([CH2:37][NH2:38])=[CH:35][CH:34]=2)C=CC=CC=1.[Al].